Task: Predict the reactants needed to synthesize the given product.. Dataset: Full USPTO retrosynthesis dataset with 1.9M reactions from patents (1976-2016) (1) Given the product [CH3:15][C@H:16]([C:17]([OH:19])=[O:18])[C:41]1[CH:46]=[CH:45][C:44]2[CH:25]=[C:26]([O:27][CH3:47])[CH:21]=[CH:22][C:43]=2[CH:42]=1, predict the reactants needed to synthesize it. The reactants are: C(NCCC[CH2:15][CH2:16][C:17]([OH:19])=[O:18])(OCC1C=CC=CC=1)=O.F[C:21]1[C:26]([OH:27])=[C:25](F)C(F)=C(F)[C:22]=1F.[CH2:41]1[CH2:46][CH2:45][CH:44](N=C=N[CH:41]2[CH2:46][CH2:45][CH2:44][CH2:43][CH2:42]2)[CH2:43][CH2:42]1.[CH2:47](OCC)C. (2) Given the product [F:29][C:2]1([F:1])[CH2:7][CH2:6][N:5]([C:8]([C:10]2[N:11]([C:36]3[CH:37]=[C:32]([CH:33]=[CH:34][CH:35]=3)[C:30]#[N:31])[C:12]3[C:17]([CH:18]=2)=[CH:16][C:15]([C:19]([N:21]2[CH2:25][CH2:24][CH:23]([N:26]([CH3:27])[CH3:28])[CH2:22]2)=[O:20])=[CH:14][CH:13]=3)=[O:9])[CH2:4][CH2:3]1, predict the reactants needed to synthesize it. The reactants are: [F:1][C:2]1([F:29])[CH2:7][CH2:6][N:5]([C:8]([C:10]2[NH:11][C:12]3[C:17]([CH:18]=2)=[CH:16][C:15]([C:19]([N:21]2[CH2:25][CH2:24][CH:23]([N:26]([CH3:28])[CH3:27])[CH2:22]2)=[O:20])=[CH:14][CH:13]=3)=[O:9])[CH2:4][CH2:3]1.[C:30]([C:32]1[CH:33]=[C:34](B(O)O)[CH:35]=[CH:36][CH:37]=1)#[N:31].N1C=CC=CC=1. (3) The reactants are: O.O.O.O.O.O.O.[Cl-].[Ce+3].[Cl-].[Cl-].[Cl:12][C:13]1[CH:20]=[CH:19][C:16]([CH2:17][NH2:18])=[CH:15][CH:14]=1.[C:21]1(=[O:32])[C:30]2[C:25](=[CH:26][CH:27]=[CH:28][CH:29]=2)[C:24](=[O:31])[CH:23]=[CH:22]1.C(O)(=O)CC(CC(O)=O)(C(O)=O)O. Given the product [Cl:12][C:13]1[CH:20]=[CH:19][C:16]([CH2:17][NH:18][C:23]2[C:24](=[O:31])[C:25]3[C:30]([C:21](=[O:32])[CH:22]=2)=[CH:29][CH:28]=[CH:27][CH:26]=3)=[CH:15][CH:14]=1, predict the reactants needed to synthesize it. (4) The reactants are: Br[C:2]1[S:6][C:5]2[CH:7]=[CH:8][CH:9]=[CH:10][C:4]=2[CH:3]=1.[C:11]1(B(O)O)[CH:16]=[CH:15][CH:14]=[CH:13][CH:12]=1.C1C=CC(P(C2C=CC=CC=2)C2C=CC=CC=2)=CC=1.C([O-])([O-])=O.[Na+].[Na+]. Given the product [C:11]1([C:2]2[S:6][C:5]3[CH:7]=[CH:8][CH:9]=[CH:10][C:4]=3[CH:3]=2)[CH:16]=[CH:15][CH:14]=[CH:13][CH:12]=1, predict the reactants needed to synthesize it. (5) Given the product [CH:1]1([N:6]2[C:15]3[C:10](=[C:11]([NH2:20])[C:12]([F:19])=[C:13]([F:18])[C:14]=3[O:16][CH3:17])[C:9](=[O:23])[C:8]([C:24]([O:26][CH2:27][CH3:28])=[O:25])=[CH:7]2)[CH2:2][CH2:3][CH2:4][CH2:5]1, predict the reactants needed to synthesize it. The reactants are: [CH:1]1([N:6]2[C:15]3[C:10](=[C:11]([N+:20]([O-])=O)[C:12]([F:19])=[C:13]([F:18])[C:14]=3[O:16][CH3:17])[C:9](=[O:23])[C:8]([C:24]([O:26][CH2:27][CH3:28])=[O:25])=[CH:7]2)[CH2:5][CH2:4][CH2:3][CH2:2]1. (6) Given the product [CH3:1][O:2][C:3](=[O:14])[C:4]1[CH:9]=[CH:8][C:7]([CH2:10][N:15]=[N+:16]=[N-:17])=[C:6]([O:12][CH3:13])[CH:5]=1, predict the reactants needed to synthesize it. The reactants are: [CH3:1][O:2][C:3](=[O:14])[C:4]1[CH:9]=[CH:8][C:7]([CH2:10]Br)=[C:6]([O:12][CH3:13])[CH:5]=1.[N-:15]=[N+:16]=[N-:17].[Na+]. (7) Given the product [Cl:1][C:2]1[N:3]=[C:4]([N:12]2[CH2:17][CH2:16][O:15][CH2:14][CH2:13]2)[C:5]2[S:10][C:9]([C:24]3[CH:25]=[C:20]([CH:21]=[CH:22][CH:23]=3)[CH:18]=[O:19])=[CH:8][C:6]=2[N:7]=1, predict the reactants needed to synthesize it. The reactants are: [Cl:1][C:2]1[N:3]=[C:4]([N:12]2[CH2:17][CH2:16][O:15][CH2:14][CH2:13]2)[C:5]2[S:10][C:9](I)=[CH:8][C:6]=2[N:7]=1.[CH:18]([C:20]1[CH:21]=[C:22](B(O)O)[CH:23]=[CH:24][CH:25]=1)=[O:19]. (8) Given the product [CH2:11]([CH:18]1[CH2:22][O:21][C:20](=[O:23])[N:19]1[C:24](=[O:41])[CH:25]([CH2:35][CH:36]1[CH2:37][CH2:38][CH2:39][CH2:40]1)[CH2:26][N:27]([O:28][CH:29]1[CH2:34][CH2:33][CH2:32][CH2:31][O:30]1)[CH:1]=[O:2])[C:12]1[CH:13]=[CH:14][CH:15]=[CH:16][CH:17]=1, predict the reactants needed to synthesize it. The reactants are: [CH:1](O)=[O:2].C(OC(=O)C)(=O)C.[CH2:11]([CH:18]1[CH2:22][O:21][C:20](=[O:23])[N:19]1[C:24](=[O:41])[CH:25]([CH2:35][CH:36]1[CH2:40][CH2:39][CH2:38][CH2:37]1)[CH2:26][NH:27][O:28][CH:29]1[CH2:34][CH2:33][CH2:32][CH2:31][O:30]1)[C:12]1[CH:17]=[CH:16][CH:15]=[CH:14][CH:13]=1.CCN(CC)CC.